From a dataset of Reaction yield outcomes from USPTO patents with 853,638 reactions. Predict the reaction yield, written as a fraction of the theoretical maximum amount of product (1.0 means a 100% yield; for example, 0.34 means a 34% yield). (1) The reactants are [Br:1][C:2]1[CH:3]=[C:4]([N:8]2[CH2:12][CH2:11][CH2:10][C@H:9]2[CH2:13]O)[CH:5]=[N:6][CH:7]=1.S(Cl)([Cl:17])=O.C([O-])(O)=O.[Na+]. The catalyst is C(Cl)Cl. The product is [Br:1][C:2]1[CH:7]=[N:6][CH:5]=[C:4]([N:8]2[CH2:12][CH2:11][CH2:10][C@H:9]2[CH2:13][Cl:17])[CH:3]=1. The yield is 0.860. (2) The reactants are [C:1]([O:5][C:6]([N:8]1[CH2:13][CH2:12][CH:11]([CH2:14][CH2:15][CH2:16][OH:17])[CH2:10][CH2:9]1)=[O:7])([CH3:4])([CH3:3])[CH3:2].[F:18][C:19]([F:28])([F:27])[C:20]1[CH:21]=[C:22](O)[CH:23]=[CH:24][CH:25]=1.C1(P(C2C=CC=CC=2)C2C=CC=CC=2)C=CC=CC=1.CCOC(/N=N/C(OCC)=O)=O. The catalyst is O.O1CCCC1. The product is [C:1]([O:5][C:6]([N:8]1[CH2:13][CH2:12][CH:11]([CH2:14][CH2:15][CH2:16][O:17][C:24]2[CH:23]=[CH:22][CH:21]=[C:20]([C:19]([F:28])([F:27])[F:18])[CH:25]=2)[CH2:10][CH2:9]1)=[O:7])([CH3:4])([CH3:3])[CH3:2]. The yield is 0.860. (3) The reactants are [NH2:1][C:2]1[C:3]2[C:4]3[C:5](=[N:17][N:18]([CH2:20][C:21]4[C:26]([Cl:27])=[C:25]([O:28][CH3:29])[C:24]([CH3:30])=[CH:23][N:22]=4)[N:19]=2)[CH:6]=[C:7]([CH2:12][C:13]([NH:15][CH3:16])=[O:14])[C:8]=3[CH2:9][S:10][N:11]=1.Cl. The catalyst is C(O)C. The product is [ClH:27].[NH2:1][C:2]1[C:3]2[C:4]3[C:5](=[N:17][N:18]([CH2:20][C:21]4[C:26]([Cl:27])=[C:25]([O:28][CH3:29])[C:24]([CH3:30])=[CH:23][N:22]=4)[N:19]=2)[CH:6]=[C:7]([CH2:12][C:13]([NH:15][CH3:16])=[O:14])[C:8]=3[CH2:9][S:10][N:11]=1. The yield is 0.940.